This data is from Catalyst prediction with 721,799 reactions and 888 catalyst types from USPTO. The task is: Predict which catalyst facilitates the given reaction. (1) Reactant: [OH:1][CH2:2][CH:3]1[CH:7]([CH2:8][OH:9])[O:6][N:5]=[C:4]1[C:10]1[CH:15]=[CH:14][N:13]=[CH:12][C:11]=1[O:16]COC. Product: [OH:1][CH2:2][CH:3]1[CH:7]([CH2:8][OH:9])[O:6][N:5]=[C:4]1[C:10]1[CH:15]=[CH:14][N:13]=[CH:12][C:11]=1[OH:16]. The catalyst class is: 557. (2) Product: [CH2:1]([O:3][C:4]([C:6]1[C:7](=[O:18])[N:8]([CH2:22][CH2:23][C:24]([CH3:27])([CH3:26])[CH3:25])[N:9]=[C:10]([C:13]2[S:14][CH:15]=[CH:16][CH:17]=2)[C:11]=1[OH:12])=[O:5])[CH3:2]. Reactant: [CH2:1]([O:3][C:4]([C:6]1[C:7](=[O:18])[NH:8][N:9]=[C:10]([C:13]2[S:14][CH:15]=[CH:16][CH:17]=2)[C:11]=1[OH:12])=[O:5])[CH3:2].[H-].[Na+].I[CH2:22][CH2:23][C:24]([CH3:27])([CH3:26])[CH3:25]. The catalyst class is: 42.